This data is from Forward reaction prediction with 1.9M reactions from USPTO patents (1976-2016). The task is: Predict the product of the given reaction. Given the reactants [OH:1][CH:2]1[C:7]([C:11]2NC3C([CH:19]=2)=CC(C(N)=N)=CC=3)([N+:8]([O-:10])=[O:9])[CH:6]=[C:5]([C:23]2[NH:27][N:26]=[N:25][N:24]=2)[CH:4]=[C:3]1[C:28]1[CH:33]=[CH:32][CH:31]=[CH:30][CH:29]=1.[N+](C1C=C(B(O)O)C=CC=1)([O-])=[O:35].C1(C)C=CC=CC=1.C([O-])([O-])=O.[Na+].[Na+], predict the reaction product. The product is: [OH:1][CH:2]1[C:7]([C:11](=[O:35])[CH3:19])([N+:8]([O-:10])=[O:9])[CH:6]=[C:5]([C:23]2[NH:24][N:25]=[N:26][N:27]=2)[CH:4]=[C:3]1[C:28]1[CH:33]=[CH:32][CH:31]=[CH:30][CH:29]=1.